This data is from Peptide-MHC class I binding affinity with 185,985 pairs from IEDB/IMGT. The task is: Regression. Given a peptide amino acid sequence and an MHC pseudo amino acid sequence, predict their binding affinity value. This is MHC class I binding data. (1) The peptide sequence is RLISMMGFK. The MHC is HLA-A68:01 with pseudo-sequence HLA-A68:01. The binding affinity (normalized) is 0.392. (2) The peptide sequence is TKAGMAQYL. The MHC is HLA-A69:01 with pseudo-sequence HLA-A69:01. The binding affinity (normalized) is 0.0847. (3) The peptide sequence is FLTGTFVTA. The binding affinity (normalized) is 1.00. The MHC is HLA-A02:03 with pseudo-sequence HLA-A02:03. (4) The peptide sequence is LPANLTLMM. The MHC is HLA-B27:20 with pseudo-sequence HLA-B27:20. The binding affinity (normalized) is 0.515. (5) The peptide sequence is AYILAALTKLQ. The MHC is H-2-Kd with pseudo-sequence H-2-Kd. The binding affinity (normalized) is 0.155. (6) The peptide sequence is LPSETFPNV. The MHC is HLA-B51:01 with pseudo-sequence HLA-B51:01. The binding affinity (normalized) is 0.918. (7) The peptide sequence is RRQDILDLWI. The MHC is Mamu-B08 with pseudo-sequence Mamu-B08. The binding affinity (normalized) is 0.704. (8) The peptide sequence is AIIDPLIYA. The MHC is HLA-A02:01 with pseudo-sequence HLA-A02:01. The binding affinity (normalized) is 0.486. (9) The peptide sequence is DVRNIVTFI. The MHC is HLA-A68:02 with pseudo-sequence HLA-A68:02. The binding affinity (normalized) is 0.350. (10) The peptide sequence is KDTPGGYCL. The MHC is HLA-B40:01 with pseudo-sequence HLA-B40:01. The binding affinity (normalized) is 0.132.